Dataset: Full USPTO retrosynthesis dataset with 1.9M reactions from patents (1976-2016). Task: Predict the reactants needed to synthesize the given product. Given the product [Br:1][C:2]1[C:11]2[O:10][CH:9]([CH:12]([CH3:14])[CH3:13])[C:8](=[O:15])[N:7]([CH2:16][C:17]([OH:19])=[O:18])[C:6]=2[CH:5]=[C:4]([O:24][CH3:25])[CH:3]=1, predict the reactants needed to synthesize it. The reactants are: [Br:1][C:2]1[C:11]2[O:10][CH:9]([CH:12]([CH3:14])[CH3:13])[C:8](=[O:15])[N:7]([CH2:16][C:17]([O:19]C(C)(C)C)=[O:18])[C:6]=2[CH:5]=[C:4]([O:24][CH3:25])[CH:3]=1.FC(F)(F)C(O)=O.